Dataset: Full USPTO retrosynthesis dataset with 1.9M reactions from patents (1976-2016). Task: Predict the reactants needed to synthesize the given product. (1) Given the product [C:1]([N:8]1[C:16]2[C:11](=[C:12]([NH2:17])[CH:13]=[CH:14][CH:15]=2)[CH:10]=[CH:9]1)([O:3][C:4]([CH3:7])([CH3:6])[CH3:5])=[O:2], predict the reactants needed to synthesize it. The reactants are: [C:1]([N:8]1[C:16]2[C:11](=[C:12]([N+:17]([O-])=O)[CH:13]=[CH:14][CH:15]=2)[CH:10]=[CH:9]1)([O:3][C:4]([CH3:7])([CH3:6])[CH3:5])=[O:2]. (2) Given the product [CH:2]([C:4]1[CH:16]=[C:15]([CH:17]([CH3:19])[CH3:18])[C:7]2[O:8][C:9]3[CH:14]=[CH:13][CH:12]=[CH:11][C:10]=3[C:6]=2[C:5]=1[NH2:20])([CH3:3])[CH3:1], predict the reactants needed to synthesize it. The reactants are: [CH2:1]=[C:2]([C:4]1[CH:16]=[C:15]([C:17]([CH3:19])=[CH2:18])[C:7]2[O:8][C:9]3[CH:14]=[CH:13][CH:12]=[CH:11][C:10]=3[C:6]=2[C:5]=1[NH2:20])[CH3:3].C(O)C. (3) Given the product [CH2:1]([O:8][C:9]([N:11]1[CH2:16][CH2:15][CH:14]([CH:17]=[O:18])[CH2:13][CH2:12]1)=[O:10])[C:2]1[CH:7]=[CH:6][CH:5]=[CH:4][CH:3]=1, predict the reactants needed to synthesize it. The reactants are: [CH2:1]([O:8][C:9]([N:11]1[CH2:16][CH2:15][CH:14]([CH2:17][OH:18])[CH2:13][CH2:12]1)=[O:10])[C:2]1[CH:7]=[CH:6][CH:5]=[CH:4][CH:3]=1.[Cr](Cl)([O-])(=O)=O.[NH+]1C=CC=CC=1. (4) The reactants are: [C:1]([CH2:3][C:4](N)=O)#N.[OH:7][C:8]1[C:12]([C:13]#[N:14])=[C:11]([NH:15][C:16]2[CH:21]=[CH:20][CH:19]=[CH:18][CH:17]=2)[S:10][N:9]=1. Given the product [OH:7][C:8]1[C:12]([C:13]#[N:14])=[C:11]([NH:15][C:16]2[CH:17]=[CH:18][C:19]([CH:3]([CH3:4])[CH3:1])=[CH:20][CH:21]=2)[S:10][N:9]=1, predict the reactants needed to synthesize it. (5) Given the product [N:15]1([C@H:21]2[CH2:22][C@H:23]([O:25][C:26]3[CH:27]=[CH:28][C:29]([C:32]4[S:33][C:34]5[CH2:35][N:36]([C:10](=[O:11])[CH2:9][C:8]([F:14])([F:13])[F:7])[CH2:37][CH2:38][C:39]=5[N:40]=4)=[CH:30][CH:31]=3)[CH2:24]2)[CH2:20][CH2:19][CH2:18][CH2:17][CH2:16]1, predict the reactants needed to synthesize it. The reactants are: C(Cl)(=O)C(Cl)=O.[F:7][C:8]([F:14])([F:13])[CH2:9][C:10](O)=[O:11].[N:15]1([C@H:21]2[CH2:24][C@H:23]([O:25][C:26]3[CH:31]=[CH:30][C:29]([C:32]4[S:33][C:34]5[CH2:35][NH:36][CH2:37][CH2:38][C:39]=5[N:40]=4)=[CH:28][CH:27]=3)[CH2:22]2)[CH2:20][CH2:19][CH2:18][CH2:17][CH2:16]1.C(N(CC)CC)C.